This data is from Catalyst prediction with 721,799 reactions and 888 catalyst types from USPTO. The task is: Predict which catalyst facilitates the given reaction. Reactant: Br[CH:2]1[CH2:8][CH2:7][CH2:6][C:5]2[CH:9]=[C:10]([N:13]3[CH2:17][C@H:16]([CH2:18][NH:19][C:20](=[O:22])[CH3:21])[O:15][C:14]3=[O:23])[CH:11]=[CH:12][C:4]=2[C:3]1=O.[N:25]1([C:31](=[S:33])[NH2:32])[CH2:30][CH2:29][O:28][CH2:27][CH2:26]1. Product: [N:25]1([C:31]2[S:33][C:2]3[CH2:8][CH2:7][CH2:6][C:5]4[CH:9]=[C:10]([N:13]5[CH2:17][C@H:16]([CH2:18][NH:19][C:20](=[O:22])[CH3:21])[O:15][C:14]5=[O:23])[CH:11]=[CH:12][C:4]=4[C:3]=3[N:32]=2)[CH2:30][CH2:29][O:28][CH2:27][CH2:26]1. The catalyst class is: 8.